Predict the product of the given reaction. From a dataset of Forward reaction prediction with 1.9M reactions from USPTO patents (1976-2016). (1) Given the reactants [OH:1][CH2:2][C@H:3]([N:5]1[CH2:13][C:12]2[C:7](=[CH:8][CH:9]=[CH:10][C:11]=2[N+:14]([O-])=O)[C:6]1=[O:17])[CH3:4], predict the reaction product. The product is: [NH2:14][C:11]1[CH:10]=[CH:9][CH:8]=[C:7]2[C:12]=1[CH2:13][N:5]([C@H:3]([CH3:4])[CH2:2][OH:1])[C:6]2=[O:17]. (2) Given the reactants [C:16]1([B:15](O[B:15]([C:22]2[CH:27]=[CH:26][CH:25]=[CH:24][CH:23]=2)[C:16]2[CH:21]=[CH:20][CH:19]=[CH:18][CH:17]=2)[C:22]2[CH:23]=[CH:24][CH:25]=[CH:26][CH:27]=2)[CH:21]=[CH:20][CH:19]=[CH:18][CH:17]=1.[C:28]1([C:34]2[NH:38][N:37]=[C:36]([C:39]3[CH:44]=[CH:43][CH:42]=[CH:41][N:40]=3)[CH:35]=2)[CH:33]=[CH:32][CH:31]=[CH:30][CH:29]=1, predict the reaction product. The product is: [C:22]1([B:15]([C:16]2[CH:17]=[CH:18][CH:19]=[CH:20][CH:21]=2)[N:37]2[C:36]([C:39]3[CH:44]=[CH:43][CH:42]=[CH:41][N:40]=3)=[CH:35][C:34]([C:28]3[CH:33]=[CH:32][CH:31]=[CH:30][CH:29]=3)=[N:38]2)[CH:23]=[CH:24][CH:25]=[CH:26][CH:27]=1. (3) Given the reactants [Cl:1][C:2]1[CH:7]=[CH:6][C:5]([C:8]2[CH:9]=[CH:10][C:11]([C:14]#[C:15][C:16]3[CH:30]=[CH:29][C:19]([O:20][CH2:21][CH2:22][NH:23][CH:24]4[CH2:28][CH2:27][CH2:26][CH2:25]4)=[C:18]([CH3:31])[CH:17]=3)=[N:12][CH:13]=2)=[CH:4][CH:3]=1.Br[CH2:33][CH:34]=[CH2:35], predict the reaction product. The product is: [CH2:35]([N:23]([CH2:22][CH2:21][O:20][C:19]1[CH:29]=[CH:30][C:16]([C:15]#[C:14][C:11]2[CH:10]=[CH:9][C:8]([C:5]3[CH:4]=[CH:3][C:2]([Cl:1])=[CH:7][CH:6]=3)=[CH:13][N:12]=2)=[CH:17][C:18]=1[CH3:31])[CH:24]1[CH2:28][CH2:27][CH2:26][CH2:25]1)[CH:34]=[CH2:33]. (4) Given the reactants [N+:1]([C:4]1[CH:9]=[CH:8][CH:7]=[CH:6][C:5]=1[NH:10][CH:11]1[CH2:16][CH2:15][CH2:14][N:13]([C:17]([O:19][C:20]([CH3:23])([CH3:22])[CH3:21])=[O:18])[CH2:12]1)([O-])=O, predict the reaction product. The product is: [NH2:1][C:4]1[CH:9]=[CH:8][CH:7]=[CH:6][C:5]=1[NH:10][CH:11]1[CH2:16][CH2:15][CH2:14][N:13]([C:17]([O:19][C:20]([CH3:23])([CH3:22])[CH3:21])=[O:18])[CH2:12]1.